This data is from Forward reaction prediction with 1.9M reactions from USPTO patents (1976-2016). The task is: Predict the product of the given reaction. (1) Given the reactants [F:1][C:2]1[CH:3]=[C:4]([CH2:9][C:10]([NH:12][C@H:13]([C:15]([OH:17])=O)[CH3:14])=[O:11])[CH:5]=[C:6]([F:8])[CH:7]=1.[NH2:18][C@H:19]1[C:25]2[CH:26]=[CH:27][C:28]([F:30])=[CH:29][C:24]=2[CH2:23][CH2:22][N:21]([CH2:31][CH3:32])[C:20]1=[O:33], predict the reaction product. The product is: [F:8][C:6]1[CH:5]=[C:4]([CH2:9][C:10]([NH:12][C@H:13]([C:15]([NH:18][C@H:19]2[C:25]3[CH:26]=[CH:27][C:28]([F:30])=[CH:29][C:24]=3[CH2:23][CH2:22][N:21]([CH2:31][CH3:32])[C:20]2=[O:33])=[O:17])[CH3:14])=[O:11])[CH:3]=[C:2]([F:1])[CH:7]=1. (2) Given the reactants [C:1]1([CH2:7][CH2:8][CH2:9][CH2:10][C:11]([OH:13])=[O:12])[CH:6]=[CH:5][CH:4]=[CH:3][CH:2]=1.[CH3:14]O, predict the reaction product. The product is: [C:1]1([CH2:7][CH2:8][CH2:9][CH2:10][C:11]([O:13][CH3:14])=[O:12])[CH:6]=[CH:5][CH:4]=[CH:3][CH:2]=1. (3) Given the reactants [NH2:1][C:2]1[N:3]=[C:4]([N:20]2[CH2:25][CH2:24][NH:23][CH2:22][CH2:21]2)[C:5]2[N:10]=[C:9]([CH2:11][CH2:12][C:13]3[CH:18]=[CH:17][C:16]([F:19])=[CH:15][CH:14]=3)[S:8][C:6]=2[N:7]=1.C(N(C(C)C)CC)(C)C.[C:35]1([CH2:41][S:42](Cl)(=[O:44])=[O:43])[CH:40]=[CH:39][CH:38]=[CH:37][CH:36]=1, predict the reaction product. The product is: [NH2:1][C:2]1[N:3]=[C:4]([N:20]2[CH2:25][CH2:24][N:23]([S:42]([CH2:41][C:35]3[CH:40]=[CH:39][CH:38]=[CH:37][CH:36]=3)(=[O:44])=[O:43])[CH2:22][CH2:21]2)[C:5]2[N:10]=[C:9]([CH2:11][CH2:12][C:13]3[CH:18]=[CH:17][C:16]([F:19])=[CH:15][CH:14]=3)[S:8][C:6]=2[N:7]=1. (4) Given the reactants [Br-].[CH3:2][O:3][C:4]1[CH:30]=[CH:29][C:7]([CH2:8][CH2:9][P+](C2C=CC=CC=2)(C2C=CC=CC=2)C2C=CC=CC=2)=[CH:6][CH:5]=1.[Li]CCCC.[CH:36]([C:39]1[CH:40]=[C:41]([CH:45]([CH3:49])[CH2:46][CH:47]=O)[CH:42]=[CH:43][CH:44]=1)([CH3:38])[CH3:37], predict the reaction product. The product is: [CH:36]([C:39]1[CH:44]=[CH:43][CH:42]=[C:41]([CH:45]([CH2:46][CH:47]=[CH:9][CH2:8][C:7]2[CH:6]=[CH:5][C:4]([O:3][CH3:2])=[CH:30][CH:29]=2)[CH3:49])[CH:40]=1)([CH3:38])[CH3:37]. (5) Given the reactants [C:1]1([CH3:11])[CH:6]=[CH:5][C:4]([S:7](Cl)(=[O:9])=[O:8])=[CH:3][CH:2]=1.[CH2:12]([O:19][C:20]([N:22]1[CH2:26][CH2:25][CH2:24][C@@H:23]1[CH2:27][OH:28])=[O:21])[C:13]1[CH:18]=[CH:17][CH:16]=[CH:15][CH:14]=1.O.C(OCC)C, predict the reaction product. The product is: [CH2:12]([O:19][C:20]([N:22]1[CH2:26][CH2:25][CH2:24][C@@H:23]1[CH2:27][O:28][S:7]([C:4]1[CH:5]=[CH:6][C:1]([CH3:11])=[CH:2][CH:3]=1)(=[O:9])=[O:8])=[O:21])[C:13]1[CH:18]=[CH:17][CH:16]=[CH:15][CH:14]=1. (6) Given the reactants [I:1][C:2]1[CH:12]=[N:11][C:5]2[NH:6][CH2:7][C:8](=[O:10])[NH:9][C:4]=2[CH:3]=1.[Cl:13][C:14]1[CH:21]=[CH:20][CH:19]=[C:18]([Cl:22])[C:15]=1[CH2:16]Br, predict the reaction product. The product is: [Cl:13][C:14]1[CH:21]=[CH:20][CH:19]=[C:18]([Cl:22])[C:15]=1[CH2:16][N:9]1[C:8](=[O:10])[CH2:7][NH:6][C:5]2[N:11]=[CH:12][C:2]([I:1])=[CH:3][C:4]1=2.